Dataset: Full USPTO retrosynthesis dataset with 1.9M reactions from patents (1976-2016). Task: Predict the reactants needed to synthesize the given product. (1) The reactants are: [H-].[Na+].[OH:3][C:4]1[C:13]2[C:8](=[CH:9][CH:10]=[CH:11][CH:12]=2)[C:7]([CH:14]=[O:15])=[CH:6][CH:5]=1.I[CH2:17][CH2:18][CH2:19][CH3:20].Cl. Given the product [CH2:17]([O:3][C:4]1[C:13]2[C:8](=[CH:9][CH:10]=[CH:11][CH:12]=2)[C:7]([CH:14]=[O:15])=[CH:6][CH:5]=1)[CH2:18][CH2:19][CH3:20], predict the reactants needed to synthesize it. (2) Given the product [CH:1]1([NH:4][C:5](=[O:33])[C:6]2[CH:11]=[C:10]([C:12]3[CH:13]=[C:14]4[C:19](=[CH:20][CH:21]=3)[C:18](=[O:22])[N:17]([CH2:23][C:24]([CH3:27])([CH3:28])[CH2:25][OH:26])[CH:16]=[C:15]4[CH2:29][N:41]3[CH2:46][CH2:45][NH:44][CH2:43][CH2:42]3)[C:9]([CH3:31])=[C:8]([F:32])[CH:7]=2)[CH2:2][CH2:3]1, predict the reactants needed to synthesize it. The reactants are: [CH:1]1([NH:4][C:5](=[O:33])[C:6]2[CH:11]=[C:10]([C:12]3[CH:13]=[C:14]4[C:19](=[CH:20][CH:21]=3)[C:18](=[O:22])[N:17]([CH2:23][C:24]([CH3:28])([CH3:27])[CH2:25][OH:26])[CH:16]=[C:15]4[CH:29]=O)[C:9]([CH3:31])=[C:8]([F:32])[CH:7]=2)[CH2:3][CH2:2]1.C([N:41]1[CH2:46][CH2:45][NH:44][CH2:43][CH2:42]1)(OC(C)(C)C)=O.C(O[BH-](OC(=O)C)OC(=O)C)(=O)C.[Na+].C(O)(C(F)(F)F)=O.